This data is from Reaction yield outcomes from USPTO patents with 853,638 reactions. The task is: Predict the reaction yield, written as a fraction of the theoretical maximum amount of product (1.0 means a 100% yield; for example, 0.34 means a 34% yield). (1) The reactants are [CH2:1]([N:8]1[C:16]2[C:11](=[CH:12][CH:13]=[C:14]([C:17]3[CH:22]=[CH:21][CH:20]=[CH:19][CH:18]=3)[CH:15]=2)[CH:10]=[CH:9]1)[C:2]1[CH:7]=[CH:6][CH:5]=[CH:4][CH:3]=1.[C:23](Cl)(=[O:27])[C:24](Cl)=[O:25].[CH2:29]([OH:31])[CH3:30]. No catalyst specified. The product is [CH2:1]([N:8]1[C:16]2[C:11](=[CH:12][CH:13]=[C:14]([C:17]3[CH:22]=[CH:21][CH:20]=[CH:19][CH:18]=3)[CH:15]=2)[C:10]([C:23](=[O:27])[C:24]([O:31][CH2:29][CH3:30])=[O:25])=[CH:9]1)[C:2]1[CH:3]=[CH:4][CH:5]=[CH:6][CH:7]=1. The yield is 0.770. (2) The reactants are C([O:4][C@H:5]1[C@H:9]2[O:10][CH2:11][C@@:6]1([CH2:21][O:22]C(=O)C)[O:7][C@H:8]2[N:12]1[CH:20]=[C:18]([CH3:19])[C:16](=O)[NH:15][C:13]1=[O:14])(=O)C.[NH:26]1C=NC=N1.O=P(Cl)(Cl)Cl.[C:36](Cl)(=[O:43])[C:37]1[CH:42]=[CH:41][CH:40]=[CH:39][CH:38]=1. The catalyst is C(#N)C.O.C(N(CC)CC)C. The product is [OH:22][CH2:21][C@@:6]12[C@@H:5]([OH:4])[C@@H:9]([O:10][CH2:11]1)[C@H:8]([N:12]1[CH:20]=[C:18]([CH3:19])[C:16]([NH:26][C:36](=[O:43])[C:37]3[CH:42]=[CH:41][CH:40]=[CH:39][CH:38]=3)=[N:15][C:13]1=[O:14])[O:7]2. The yield is 0.380. (3) The product is [Br:18][C:6]1[CH:8]=[CH:9][C:3]([C:1]#[N:2])=[C:4]([C:10]([F:13])([F:12])[F:11])[CH:5]=1. The yield is 0.870. The reactants are [C:1]([C:3]1[CH:9]=[CH:8][C:6](N)=[CH:5][C:4]=1[C:10]([F:13])([F:12])[F:11])#[N:2].N([O-])=O.[Na+].[BrH:18]. No catalyst specified. (4) The reactants are [ClH:1].[CH:2]1([NH:5][C:6]([C:8]2[C:16]3[CH:15]=[C:14]([C:17]4[C:22]([CH3:23])=[CH:21][N:20]=[C:19]([NH:24][CH2:25][CH2:26][CH2:27][N:28]5[CH2:33][CH2:32][N:31]([CH3:34])[CH2:30][CH2:29]5)[N:18]=4)[S:13][C:12]=3[CH:11]=[CH:10][CH:9]=2)=[O:7])[CH2:4][CH2:3]1. The catalyst is CO. The product is [ClH:1].[ClH:1].[CH:2]1([NH:5][C:6]([C:8]2[C:16]3[CH:15]=[C:14]([C:17]4[C:22]([CH3:23])=[CH:21][N:20]=[C:19]([NH:24][CH2:25][CH2:26][CH2:27][N:28]5[CH2:29][CH2:30][N:31]([CH3:34])[CH2:32][CH2:33]5)[N:18]=4)[S:13][C:12]=3[CH:11]=[CH:10][CH:9]=2)=[O:7])[CH2:3][CH2:4]1. The yield is 0.970. (5) The reactants are [C:1]1([CH2:7][O:8][C:9]2[CH:14]=[CH:13][C:12]([C@@H:15]3[NH:19][C@H:18]([C:20]([O:22]C)=[O:21])[CH2:17][CH2:16]3)=[CH:11][CH:10]=2)[CH:6]=[CH:5][CH:4]=[CH:3][CH:2]=1.CO.[O:26](C(OC(C)(C)C)=O)[C:27]([O:29][C:30]([CH3:33])([CH3:32])[CH3:31])=O. The product is [CH3:31][C:30]([O:29][C:27]([N:19]1[C@@H:15]([C:12]2[CH:11]=[CH:10][C:9]([O:8][CH2:7][C:1]3[CH:2]=[CH:3][CH:4]=[CH:5][CH:6]=3)=[CH:14][CH:13]=2)[CH2:16][CH2:17][C@H:18]1[C:20]([OH:22])=[O:21])=[O:26])([CH3:33])[CH3:32]. The yield is 0.900. The catalyst is C1COCC1.O. (6) The reactants are [O:1]=[C:2]1[CH2:7][NH:6][CH2:5][CH2:4][N:3]1[C:8]1[CH:13]=[CH:12][C:11]([S:14]([NH:17][C:18]2[S:19][CH:20]=[CH:21][N:22]=2)(=[O:16])=[O:15])=[CH:10][CH:9]=1.[CH3:23][C:24]([N:29]1[C:37]2[C:32](=[CH:33][CH:34]=[C:35]([C:38]([F:41])([F:40])[F:39])[CH:36]=2)[CH:31]=[CH:30]1)([CH3:28])[C:25](O)=[O:26].CN(C(ON1N=NC2C=CC=NC1=2)=[N+](C)C)C.F[P-](F)(F)(F)(F)F.C(=O)(O)[O-].[Na+]. The catalyst is CN(C=O)C. The product is [CH3:28][C:24]([N:29]1[C:37]2[C:32](=[CH:33][CH:34]=[C:35]([C:38]([F:40])([F:41])[F:39])[CH:36]=2)[CH:31]=[CH:30]1)([CH3:23])[C:25]([N:6]1[CH2:5][CH2:4][N:3]([C:8]2[CH:9]=[CH:10][C:11]([S:14]([NH:17][C:18]3[S:19][CH:20]=[CH:21][N:22]=3)(=[O:16])=[O:15])=[CH:12][CH:13]=2)[C:2](=[O:1])[CH2:7]1)=[O:26]. The yield is 0.320. (7) The reactants are Cl.[C:2]1([CH3:10])[CH:7]=CC=C[C:3]=1[NH:8][NH2:9].[CH3:11][C:12]([CH3:19])([CH3:18])[C:13](=O)[CH2:14][C:15]#[N:16].[C:20]1(C)[CH:25]=CC=C[CH:21]=1. No catalyst specified. The product is [NH2:16][C:15]1[C:3]([N:8]2[CH:25]=[CH:20][CH:21]=[N:9]2)=[C:2]([CH3:10])[CH:7]=[C:13]([C:12]([CH3:19])([CH3:18])[CH3:11])[CH:14]=1. The yield is 0.920. (8) The reactants are [F:1][C:2]1[N:7]=[CH:6][C:5](B(O)O)=[CH:4][C:3]=1[CH3:11].FC(F)(F)S(O[C:18]1[CH:27]=[CH:26][CH:25]=[C:24]2[C:19]=1[CH2:20][C@H:21]([N:28]([CH2:36][C:37]1[CH:42]=[CH:41][CH:40]=[CH:39][CH:38]=1)[CH2:29][C:30]1[CH:35]=[CH:34][CH:33]=[CH:32][CH:31]=1)[CH2:22][O:23]2)(=O)=O. No catalyst specified. The product is [CH2:36]([N:28]([CH2:29][C:30]1[CH:35]=[CH:34][CH:33]=[CH:32][CH:31]=1)[C@H:21]1[CH2:20][C:19]2[C:24](=[CH:25][CH:26]=[CH:27][C:18]=2[C:5]2[CH:6]=[N:7][C:2]([F:1])=[C:3]([CH3:11])[CH:4]=2)[O:23][CH2:22]1)[C:37]1[CH:38]=[CH:39][CH:40]=[CH:41][CH:42]=1. The yield is 0.790. (9) The reactants are [Cl:1][C:2]1[N:10]=[CH:9][N:8]=[C:7]2[C:3]=1[NH:4][CH:5]=[N:6]2.[C:11]([O:19][CH2:20][C@@H:21]1[C@@H:25]([F:26])[C@:24]([O:28][C:29](=[O:36])[C:30]2[CH:35]=[CH:34][CH:33]=[CH:32][CH:31]=2)([CH3:27])[CH:23](OC(=O)C)[O:22]1)(=[O:18])[C:12]1[CH:17]=[CH:16][CH:15]=[CH:14][CH:13]=1.C1CCN2C(=NCCC2)CC1.O([Si](C)(C)C)S(C(F)(F)F)(=O)=O. The catalyst is CC#N.CCOC(C)=O. The product is [C:11]([O:19][CH2:20][C@@H:21]1[C@@H:25]([F:26])[C@:24]([O:28][C:29](=[O:36])[C:30]2[CH:31]=[CH:32][CH:33]=[CH:34][CH:35]=2)([CH3:27])[C@H:23]([N:6]2[CH:5]=[N:4][C:3]3[C:7]2=[N:8][CH:9]=[N:10][C:2]=3[Cl:1])[O:22]1)(=[O:18])[C:12]1[CH:17]=[CH:16][CH:15]=[CH:14][CH:13]=1. The yield is 0.600. (10) The reactants are Br[C:2]1[N:6]2[N:7]=[CH:8][C:9]([C:11]([F:14])([F:13])[F:12])=[N:10][C:5]2=[N:4][CH:3]=1.CC1(C)COB([C:22]2[CH:23]=[C:24]([CH:33]=[CH:34][CH:35]=2)[O:25][CH2:26][C:27]2[N:31]=[CH:30][N:29]([CH3:32])[N:28]=2)OC1.C([O-])([O-])=O.[Na+].[Na+]. The product is [CH3:32][N:29]1[CH:30]=[N:31][C:27]([CH2:26][O:25][C:24]2[CH:23]=[C:22]([C:2]3[N:6]4[N:7]=[CH:8][C:9]([C:11]([F:14])([F:13])[F:12])=[N:10][C:5]4=[N:4][CH:3]=3)[CH:35]=[CH:34][CH:33]=2)=[N:28]1. The yield is 0.590. The catalyst is C1C=CC([P]([Pd]([P](C2C=CC=CC=2)(C2C=CC=CC=2)C2C=CC=CC=2)([P](C2C=CC=CC=2)(C2C=CC=CC=2)C2C=CC=CC=2)[P](C2C=CC=CC=2)(C2C=CC=CC=2)C2C=CC=CC=2)(C2C=CC=CC=2)C2C=CC=CC=2)=CC=1.COCCOC.